From a dataset of Reaction yield outcomes from USPTO patents with 853,638 reactions. Predict the reaction yield, written as a fraction of the theoretical maximum amount of product (1.0 means a 100% yield; for example, 0.34 means a 34% yield). (1) The reactants are [C:1]([O:5][C:6](=[O:15])[NH:7][CH2:8][CH:9]1[CH2:14][CH2:13][NH:12][CH2:11][CH2:10]1)([CH3:4])([CH3:3])[CH3:2].[O:16]1[C:18]2([CH2:23][CH2:22][O:21][CH2:20][CH2:19]2)[CH2:17]1. The catalyst is CO. The product is [C:1]([O:5][C:6](=[O:15])[NH:7][CH2:8][CH:9]1[CH2:10][CH2:11][N:12]([CH2:17][C:18]2([OH:16])[CH2:23][CH2:22][O:21][CH2:20][CH2:19]2)[CH2:13][CH2:14]1)([CH3:4])([CH3:2])[CH3:3]. The yield is 0.420. (2) The reactants are [F:1][C:2]([F:35])([CH2:27][O:28][C:29]1[CH:34]=[CH:33][CH:32]=[CH:31][CH:30]=1)/[CH:3]=[CH:4]/[C@H:5]1[C@H:9]([O:10][CH:11]2[CH2:16][CH2:15][CH2:14][CH2:13][O:12]2)[CH2:8][C@H:7](O)[C@@H:6]1[CH2:18]/[CH:19]=[CH:20]\[CH2:21][CH2:22][CH2:23][C:24]([OH:26])=[O:25].C1C=C(SSC2N=CC=CC=2)N=CC=1.C1(P(C2C=CC=CC=2)C2C=CC=CC=2)C=CC=CC=1. The catalyst is C1(C)C(C)=CC=CC=1. The product is [F:1][C:2]([F:35])([CH2:27][O:28][C:29]1[CH:34]=[CH:33][CH:32]=[CH:31][CH:30]=1)/[CH:3]=[CH:4]/[C@@H:5]1[C@@H:6]2[C@@H:7]([O:25][C:24](=[O:26])[CH2:23][CH2:22][CH2:21][CH:20]=[CH:19][CH2:18]2)[CH2:8][C@H:9]1[O:10][CH:11]1[CH2:16][CH2:15][CH2:14][CH2:13][O:12]1. The yield is 0.480. (3) The reactants are [CH3:1][CH:2]1[NH:6][C:5](=[O:7])[CH2:4][CH2:3]1.[F:8][C:9]1[CH:14]=[CH:13][C:12]([S:15](Cl)(=[O:17])=[O:16])=[CH:11][CH:10]=1. The catalyst is C1COCC1.C([O-])(O)=O.[Na+]. The product is [F:8][C:9]1[CH:14]=[CH:13][C:12]([S:15]([N:6]2[CH:2]([CH3:1])[CH2:3][CH2:4][C:5]2=[O:7])(=[O:17])=[O:16])=[CH:11][CH:10]=1. The yield is 0.370. (4) The product is [N+:20]([N:19]1[CH:18]=[CH:17][N:16]=[C:15]1[S:14][C:11]1[CH:12]=[CH:13][C:8]([N+:5]([O-:7])=[O:6])=[CH:9][CH:10]=1)([O-:22])=[O:21]. The catalyst is ClCCl. The yield is 0.840. The reactants are C(Cl)(Cl)Cl.[N+:5]([C:8]1[CH:13]=[CH:12][C:11]([S:14][C:15]2[NH:16][CH:17]=[CH:18][N:19]=2)=[CH:10][CH:9]=1)([O-:7])=[O:6].[N+:20]([O-])([O-:22])=[O:21].FC(F)(F)C(O)=O. (5) The reactants are [N:1]1([C:8]2[N:13]=[C:12]([C:14]([C:16]3[C:17]([NH2:23])=[N:18][CH:19]=[C:20]([Br:22])[CH:21]=3)=[O:15])[CH:11]=[CH:10][CH:9]=2)[CH2:7][CH2:6][CH2:5][NH:4][CH2:3][CH2:2]1.[F:24][C:25]([F:31])([F:30])[CH2:26][C:27](O)=[O:28].ON1C2C=CC=CC=2N=N1.C(N(CC)CC)C.N=C=N. The catalyst is ClCCl. The product is [NH2:23][C:17]1[N:18]=[CH:19][C:20]([Br:22])=[CH:21][C:16]=1[C:14]([C:12]1[N:13]=[C:8]([N:1]2[CH2:7][CH2:6][CH2:5][N:4]([C:27](=[O:28])[CH2:26][C:25]([F:31])([F:30])[F:24])[CH2:3][CH2:2]2)[CH:9]=[CH:10][CH:11]=1)=[O:15]. The yield is 0.540. (6) The reactants are [CH:1]1([CH2:6][CH:7]([C:11]2[CH:16]=[CH:15][C:14]([S:17]([CH3:20])(=[O:19])=[O:18])=[CH:13][CH:12]=2)[C:8]([OH:10])=O)[CH2:5][CH2:4][CH2:3][CH2:2]1.C(N(CC)C(C)C)(C)C.F[P-](F)(F)(F)(F)F.CN(C(N(C)C)=[N+]1C2C(=NC=CC=2)[N+]([O-])=N1)C.Cl.[CH:55]([C:58]1[O:62][N:61]=[CH:60][C:59]=1[NH2:63])([CH3:57])[CH3:56]. The catalyst is CN(C)C=O.O. The product is [CH:1]1([CH2:6][CH:7]([C:11]2[CH:16]=[CH:15][C:14]([S:17]([CH3:20])(=[O:19])=[O:18])=[CH:13][CH:12]=2)[C:8]([NH:63][C:59]2[CH:60]=[N:61][O:62][C:58]=2[CH:55]([CH3:57])[CH3:56])=[O:10])[CH2:2][CH2:3][CH2:4][CH2:5]1. The yield is 0.920.